This data is from Forward reaction prediction with 1.9M reactions from USPTO patents (1976-2016). The task is: Predict the product of the given reaction. (1) Given the reactants [Cl:1][C:2]1[CH:11]=[C:10]2[C:5]([N:6]=[C:7]([CH3:14])[C:8]([NH:12][NH2:13])=[N:9]2)=[CH:4][CH:3]=1.C(=O)([O-])[O-].[K+].[K+].[Cl:21][C:22]1[CH:30]=[CH:29][CH:28]=[CH:27][C:23]=1[C:24](Cl)=[O:25], predict the reaction product. The product is: [Cl:1][C:2]1[CH:11]=[C:10]2[C:5]([N:6]=[C:7]([CH3:14])[C:8]([NH:12][NH:13][C:24](=[O:25])[C:23]3[CH:27]=[CH:28][CH:29]=[CH:30][C:22]=3[Cl:21])=[N:9]2)=[CH:4][CH:3]=1. (2) Given the reactants [CH3:1][N:2]1[CH2:6][CH2:5][C@@:4]([NH:10][C:11](=[O:17])[O:12][C:13]([CH3:16])([CH3:15])[CH3:14])([CH2:7][C:8]#[CH:9])[C:3]1=[O:18].I[C:20]1[CH:25]=[C:24]([C:26]2[CH:31]=[CH:30][CH:29]=[C:28]([O:32][C:33]([F:36])([F:35])[F:34])[CH:27]=2)[CH:23]=[CH:22][N:21]=1.N(CC)CC, predict the reaction product. The product is: [CH3:1][N:2]1[CH2:6][CH2:5][C@@:4]([NH:10][C:11](=[O:17])[O:12][C:13]([CH3:15])([CH3:14])[CH3:16])([CH2:7][C:8]#[C:9][C:20]2[CH:25]=[C:24]([C:26]3[CH:31]=[CH:30][CH:29]=[C:28]([O:32][C:33]([F:34])([F:35])[F:36])[CH:27]=3)[CH:23]=[CH:22][N:21]=2)[C:3]1=[O:18]. (3) Given the reactants [NH:1]1[C:7]2[CH:8]=[CH:9][CH:10]=[CH:11][C:6]=2[CH:5]=[CH:4][CH:3]=[N:2]1.C([CH:15]([CH:19](CC=C)[C:20]([NH2:22])=[O:21])[C:16]([NH2:18])=[O:17])C=C.CCN(C(C)C)C(C)C, predict the reaction product. The product is: [NH:1]1[C:7]2[CH:8]=[CH:9][CH:10]=[CH:11][C:6]=2[CH:5]=[CH:4][C:3]([CH:19]([C:20]([NH2:22])=[O:21])[CH2:15][C:16]([NH2:18])=[O:17])=[N:2]1.